Task: Predict the product of the given reaction.. Dataset: Forward reaction prediction with 1.9M reactions from USPTO patents (1976-2016) (1) Given the reactants [CH3:1][C:2]1[CH:7]=[CH:6][CH:5]=[C:4]([CH:8]2[CH2:10][O:9]2)[N:3]=1.[N-:11]=[N+:12]=[N-:13].[Na+].Cl([O-])(=O)(=O)=O.[Li+], predict the reaction product. The product is: [N:11]([CH2:10][CH:8]([C:4]1[CH:5]=[CH:6][CH:7]=[C:2]([CH3:1])[N:3]=1)[OH:9])=[N+:12]=[N-:13]. (2) Given the reactants [Cl:1][C:2]1[N:10]=[C:9]2[C:5]([N:6]=[CH:7][N:8]2[CH3:11])=[C:4]([N:12]2[CH:17]3[CH2:18][CH2:19][CH:13]2[CH2:14][O:15][CH2:16]3)[N:3]=1.CN(CCN(C)C)C.[Li]CCCC.CN([CH:36]=[O:37])C.Cl, predict the reaction product. The product is: [Cl:1][C:2]1[N:10]=[C:9]2[C:5]([N:6]=[C:7]([CH:36]=[O:37])[N:8]2[CH3:11])=[C:4]([N:12]2[CH:17]3[CH2:18][CH2:19][CH:13]2[CH2:14][O:15][CH2:16]3)[N:3]=1. (3) The product is: [CH2:21]([O:20][C:18]([CH:13]1[CH2:12][C:11]2[C:15](=[CH:16][CH:17]=[C:9]([B:4]([OH:5])[OH:3])[CH:10]=2)[CH2:14]1)=[O:19])[CH3:22]. Given the reactants CC1(C)C(C)(C)[O:5][B:4]([C:9]2[CH:10]=[C:11]3[C:15](=[CH:16][CH:17]=2)[CH2:14][CH:13]([C:18]([O:20][CH2:21][CH3:22])=[O:19])[CH2:12]3)[O:3]1.CC([O-])=O.[NH4+].CC(C)=O, predict the reaction product. (4) Given the reactants [NH2:1][C:2]1[C:3]([C:7]2[N:8]([CH2:18][CH3:19])[C:9]3[C:14]([CH:15]=O)=[CH:13][N:12]=[CH:11][C:10]=3[N:17]=2)=[N:4][O:5][N:6]=1.[C:20]([O:24][C:25]([N:27]1[CH2:32][CH2:31][CH:30]([NH2:33])[CH2:29][CH2:28]1)=[O:26])([CH3:23])([CH3:22])[CH3:21], predict the reaction product. The product is: [C:20]([O:24][C:25]([N:27]1[CH2:32][CH2:31][CH:30]([NH:33][CH2:15][C:14]2[C:9]3[N:8]([CH2:18][CH3:19])[C:7]([C:3]4[C:2]([NH2:1])=[N:6][O:5][N:4]=4)=[N:17][C:10]=3[CH:11]=[N:12][CH:13]=2)[CH2:29][CH2:28]1)=[O:26])([CH3:23])([CH3:21])[CH3:22]. (5) Given the reactants [NH:1]1[C:9]2[C:4](=[CH:5][C:6]([NH:10][C:11]3[N:23]=[CH:22][C:21]([CH:24]4[CH2:26][CH2:25]4)=[CH:20][C:12]=3[C:13]([O:15][CH2:16]CCC)=[O:14])=[CH:7][CH:8]=2)[CH:3]=[CH:2]1.[I:27]I.[OH-].[Na+], predict the reaction product. The product is: [CH:24]1([C:21]2[CH:22]=[N:23][C:11]([NH:10][C:6]3[CH:5]=[C:4]4[C:9](=[CH:8][CH:7]=3)[NH:1][CH:2]=[C:3]4[I:27])=[C:12]([CH:20]=2)[C:13]([O:15][CH3:16])=[O:14])[CH2:26][CH2:25]1. (6) Given the reactants [F:1][CH:2]([F:55])[C:3]1[CH:8]=[CH:7][N:6]=[C:5]([NH:9][C:10]2[N:15]=[C:14]([C:16]3[CH:17]=[N:18][C:19]([C@@:22]([C@H:25]4[CH2:30][CH2:29][C@H:28]([C:31]([O:33][CH2:34][O:35][P:36]([O:46]CC5C=CC=CC=5)([O:38]CC5C=CC=CC=5)=[O:37])=[O:32])[CH2:27][CH2:26]4)([OH:24])[CH3:23])=[CH:20][CH:21]=3)[CH:13]=[C:12]([CH3:54])[CH:11]=2)[CH:4]=1, predict the reaction product. The product is: [F:55][CH:2]([F:1])[C:3]1[CH:8]=[CH:7][N:6]=[C:5]([NH:9][C:10]2[N:15]=[C:14]([C:16]3[CH:17]=[N:18][C:19]([C@@:22]([C@H:25]4[CH2:30][CH2:29][C@H:28]([C:31]([O:33][CH2:34][O:35][P:36]([OH:38])([OH:46])=[O:37])=[O:32])[CH2:27][CH2:26]4)([OH:24])[CH3:23])=[CH:20][CH:21]=3)[CH:13]=[C:12]([CH3:54])[CH:11]=2)[CH:4]=1. (7) The product is: [CH3:10][C:3]1[CH:4]=[C:5]([O:8][CH3:9])[CH:6]=[CH:7][C:2]=1[S:17][CH3:16]. Given the reactants Br[C:2]1[CH:7]=[CH:6][C:5]([O:8][CH3:9])=[CH:4][C:3]=1[CH3:10].C([Li])CCC.[CH3:16][S:17]SC, predict the reaction product. (8) Given the reactants [C:1](OC(=O)C)(=[O:3])[CH3:2].[CH3:8][CH:9]([CH2:18][CH2:19][CH:20]=[C:21]([CH3:23])[CH3:22])[CH2:10][CH:11]([OH:17])[CH:12]([N+:14]([O-:16])=[O:15])[CH3:13].CCOCC, predict the reaction product. The product is: [C:1]([O:17][CH:11]([CH2:10][CH:9]([CH3:8])[CH2:18][CH2:19][CH:20]=[C:21]([CH3:23])[CH3:22])[CH:12]([N+:14]([O-:16])=[O:15])[CH3:13])(=[O:3])[CH3:2].